Task: Predict the reaction yield, written as a fraction of the theoretical maximum amount of product (1.0 means a 100% yield; for example, 0.34 means a 34% yield).. Dataset: Reaction yield outcomes from USPTO patents with 853,638 reactions (1) The reactants are [C:1]([O:5][C:6]([N:8]([CH3:22])[C@H:9]1[CH2:14][CH2:13][C@H:12]([CH2:15][CH2:16][CH2:17][CH2:18][C:19]([OH:21])=O)[CH2:11][CH2:10]1)=[O:7])([CH3:4])([CH3:3])[CH3:2].[CH2:23]([NH:25][CH2:26][CH3:27])[CH3:24].CN1CCOCC1.CCN=C=NCCCN(C)C.C1C=CC2N(O)N=NC=2C=1. The yield is 0.860. The product is [C:1]([O:5][C:6](=[O:7])[N:8]([C@H:9]1[CH2:10][CH2:11][C@H:12]([CH2:15][CH2:16][CH2:17][CH2:18][C:19](=[O:21])[N:25]([CH2:26][CH3:27])[CH2:23][CH3:24])[CH2:13][CH2:14]1)[CH3:22])([CH3:2])([CH3:3])[CH3:4]. The catalyst is C(Cl)Cl. (2) The reactants are P(Cl)(Cl)(Cl)(Cl)Cl.[C:7]([CH2:9][C:10](O)=[O:11])#[N:8].[CH2:13]([O:15][C:16]([C:18]1[C:22]([C:23]2[CH:28]=[CH:27][C:26]([O:29][CH2:30][CH:31]=[CH2:32])=[CH:25][CH:24]=2)=[C:21]([CH3:33])[S:20][C:19]=1[NH2:34])=[O:17])[CH3:14].C([O-])([O-])=O.[Na+].[Na+]. The catalyst is C(Cl)Cl. The product is [CH2:13]([O:15][C:16]([C:18]1[C:22]([C:23]2[CH:28]=[CH:27][C:26]([O:29][CH2:30][CH:31]=[CH2:32])=[CH:25][CH:24]=2)=[C:21]([CH3:33])[S:20][C:19]=1[NH:34][C:10](=[O:11])[CH2:9][C:7]#[N:8])=[O:17])[CH3:14]. The yield is 1.00.